Dataset: Catalyst prediction with 721,799 reactions and 888 catalyst types from USPTO. Task: Predict which catalyst facilitates the given reaction. (1) Reactant: [Br:1][C:2]1[CH:10]=[CH:9][C:5]([CH:6]=[N:7][OH:8])=[CH:4][C:3]=1[CH3:11].[ClH:12].Cl[O-].[Na+]. Product: [Br:1][C:2]1[CH:10]=[CH:9][C:5]([CH:6]=[N:7][OH:8])=[C:4]([Cl:12])[C:3]=1[CH3:11]. The catalyst class is: 7. (2) Reactant: [Cl:1][C:2]1[CH:7]=[CH:6][C:5]([Cl:8])=[CH:4][C:3]=1[C:9]1[N:10]=[C:11]2[CH:16]=[CH:15][CH:14]=[N:13][N:12]2[C:17]=1[C:18]([O:20]CC)=[O:19].[Li+].[OH-]. Product: [Cl:1][C:2]1[CH:7]=[CH:6][C:5]([Cl:8])=[CH:4][C:3]=1[C:9]1[N:10]=[C:11]2[CH:16]=[CH:15][CH:14]=[N:13][N:12]2[C:17]=1[C:18]([OH:20])=[O:19]. The catalyst class is: 5. (3) Reactant: [CH:1]([O:4][S:5]([CH2:8][CH3:9])(=[O:7])=[O:6])([CH3:3])[CH3:2].C([Li])CCC.[P:15](Cl)([O:20][CH2:21][CH3:22])([O:17][CH2:18][CH3:19])=[O:16].Cl. Product: [CH:1]([O:4][S:5]([CH:8]([P:15]([O:20][CH2:21][CH3:22])([O:17][CH2:18][CH3:19])=[O:16])[CH3:9])(=[O:7])=[O:6])([CH3:3])[CH3:2]. The catalyst class is: 7. (4) Reactant: [F:1][C:2]([F:37])([F:36])[C:3]1[CH:4]=[C:5]([CH:33]=[CH:34][CH:35]=1)[C:6]([NH:8][CH2:9][C:10]([NH:12][CH:13]1[CH2:16][N:15]([CH:17]2[CH2:22][CH2:21][CH:20]([C:23]3[CH:28]=[CH:27][C:26]([CH2:29][C:30](O)=[O:31])=[CH:25][CH:24]=3)[CH2:19][CH2:18]2)[CH2:14]1)=[O:11])=[O:7].CC[N:40]=C=NCCCN(C)C.C1C=CC2N(O)N=NC=2C=1.N. Product: [C:30]([CH2:29][C:26]1[CH:25]=[CH:24][C:23]([CH:20]2[CH2:21][CH2:22][CH:17]([N:15]3[CH2:16][CH:13]([NH:12][C:10]([CH2:9][NH:8][C:6](=[O:7])[C:5]4[CH:33]=[CH:34][CH:35]=[C:3]([C:2]([F:1])([F:36])[F:37])[CH:4]=4)=[O:11])[CH2:14]3)[CH2:18][CH2:19]2)=[CH:28][CH:27]=1)(=[O:31])[NH2:40]. The catalyst class is: 135. (5) Reactant: CC(OC(/N=N/C(OC(C)C)=O)=O)C.[C:15]1(=[O:25])[C:23]2[C:18](=[CH:19][CH:20]=[CH:21][CH:22]=2)[C:17](=[O:24])[NH:16]1.[Br:26][C:27]1[CH:32]=[C:31]([CH2:33]O)[C:30]([F:35])=[CH:29][N:28]=1.C1C=CC(P(C2C=CC=CC=2)C2C=CC=CC=2)=CC=1. Product: [Br:26][C:27]1[CH:32]=[C:31]([CH2:33][N:16]2[C:17](=[O:24])[C:18]3[C:23](=[CH:22][CH:21]=[CH:20][CH:19]=3)[C:15]2=[O:25])[C:30]([F:35])=[CH:29][N:28]=1. The catalyst class is: 7. (6) Reactant: C(O[BH-](OC(=O)C)OC(=O)C)(=O)C.[Na+].C(OC([N:22]1[CH2:27][CH2:26][CH:25]([NH:28][C:29]2[CH:37]=[CH:36][CH:35]=[C:34]([Cl:38])[C:30]=2C(O)=O)[CH2:24][CH2:23]1)=O)(C)(C)C.NC1C=CC=C(Cl)C=1C(O)=O.C([O:54][C:55]([N:57]1CCC(=O)CC1)=O)(C)(C)C. Product: [Cl:38][C:34]1[C:30]2[NH:57][C:55](=[O:54])[N:28]([CH:25]3[CH2:24][CH2:23][NH:22][CH2:27][CH2:26]3)[C:29]=2[CH:37]=[CH:36][CH:35]=1. The catalyst class is: 68. (7) Reactant: [CH:1]1[C:10]2[C:5](=[CH:6][CH:7]=[CH:8][CH:9]=2)[CH:4]=[CH:3][C:2]=1[C@H:11]([NH2:13])[CH3:12].C(=O)([O-])[O-].[Cs+].[Cs+].O. Product: [CH:1]1[C:10]2[C:5](=[CH:6][CH:7]=[CH:8][CH:9]=2)[CH:4]=[CH:3][C:2]=1[CH:11]([NH2:13])[CH3:12]. The catalyst class is: 258.